Dataset: Catalyst prediction with 721,799 reactions and 888 catalyst types from USPTO. Task: Predict which catalyst facilitates the given reaction. (1) Reactant: [Br:1][C:2]1[CH:3]=[CH:4][C:5]([C:8]2[CH2:12][CH:11]([CH2:13]O)[O:10][N:9]=2)=[N:6][CH:7]=1.BrC1C=CC(C2C[C@H](CO)ON=2)=NC=1.C1(P(C2C=CC=CC=2)C2C=CC=CC=2)C=CC=CC=1.C(Cl)(Cl)(Cl)[Cl:49]. Product: [Br:1][C:2]1[CH:3]=[CH:4][C:5]([C:8]2[CH2:12][C@H:11]([CH2:13][Cl:49])[O:10][N:9]=2)=[N:6][CH:7]=1. The catalyst class is: 98. (2) Reactant: [Cl:1][C:2]1[CH:8]=[C:7]([Cl:9])[CH:6]=[C:5]([F:10])[C:3]=1[NH2:4].CN(C=O)C.[C:16](Cl)(Cl)=[S:17]. Product: [Cl:1][C:2]1[CH:8]=[C:7]([Cl:9])[CH:6]=[C:5]([F:10])[C:3]=1[N:4]=[C:16]=[S:17]. The catalyst class is: 11. (3) Reactant: [C:1]([OH:10])(=O)[C:2]1[C:3](=[CH:5][CH:6]=[CH:7][CH:8]=1)O.[CH3:11][CH2:12][N:13]([CH2:11][C:12]([NH:13][C:14]1C(C)=CC=CC=1C)=O)[CH2:14]C.[C:28]([O-:37])(=[O:36])[C:29]1[C:30](=[CH:32][CH:33]=[CH:34][CH:35]=1)[OH:31]. Product: [CH3:11][C@H:12]([NH:13][CH3:14])[C@H:1]([OH:10])[C:2]1[CH:8]=[CH:7][CH:6]=[CH:5][CH:3]=1.[C:28]([O-:37])(=[O:36])[C:29]1[C:30](=[CH:32][CH:33]=[CH:34][CH:35]=1)[OH:31]. The catalyst class is: 21. (4) Reactant: CON(C)[C:4]([CH:6]([NH:8][C:9](=[O:15])[O:10][C:11]([CH3:14])([CH3:13])[CH3:12])[CH3:7])=[O:5].[C:17]1([Mg]Br)[CH:22]=[CH:21][CH:20]=[CH:19][CH:18]=1. Product: [O:5]=[C:4]([C:17]1[CH:22]=[CH:21][CH:20]=[CH:19][CH:18]=1)[CH:6]([NH:8][C:9](=[O:15])[O:10][C:11]([CH3:12])([CH3:13])[CH3:14])[CH3:7]. The catalyst class is: 1. (5) Product: [CH3:1][O:2][C:3]1[C:8]([NH:9][S:20]([CH3:19])(=[O:22])=[O:21])=[CH:7][C:6]([B:10]2[O:14][C:13]([CH3:16])([CH3:15])[C:12]([CH3:18])([CH3:17])[O:11]2)=[CH:5][N:4]=1. Reactant: [CH3:1][O:2][C:3]1[C:8]([NH2:9])=[CH:7][C:6]([B:10]2[O:14][C:13]([CH3:16])([CH3:15])[C:12]([CH3:18])([CH3:17])[O:11]2)=[CH:5][N:4]=1.[CH3:19][S:20](Cl)(=[O:22])=[O:21]. The catalyst class is: 17.